From a dataset of Reaction yield outcomes from USPTO patents with 853,638 reactions. Predict the reaction yield, written as a fraction of the theoretical maximum amount of product (1.0 means a 100% yield; for example, 0.34 means a 34% yield). (1) The product is [Cl:25][C:26]1[CH:31]=[CH:30][C:29]([F:32])=[CH:28][C:27]=1[N:33]1[C:34](=[O:41])[CH2:35][N:36]([CH2:11][C@H:9]([NH:10][S:12]([C:15]2[CH:20]=[CH:19][CH:18]=[CH:17][C:16]=2[N+:21]([O-:23])=[O:22])(=[O:14])=[O:13])[C@@H:7]2[CH2:8][C@@H:4]([CH:1]([CH3:3])[CH3:2])[C:5](=[O:24])[O:6]2)[C:37]([CH3:40])([CH3:39])[CH2:38]1. The reactants are [CH:1]([C@@H:4]1[CH2:8][C@@H:7]([CH:9]2[CH2:11][N@@:10]2[S:12]([C:15]2[CH:20]=[CH:19][CH:18]=[CH:17][C:16]=2[N+:21]([O-:23])=[O:22])(=[O:14])=[O:13])[O:6][C:5]1=[O:24])([CH3:3])[CH3:2].[Cl:25][C:26]1[CH:31]=[CH:30][C:29]([F:32])=[CH:28][C:27]=1[N:33]1[CH2:38][C:37]([CH3:40])([CH3:39])[NH:36][CH2:35][C:34]1=[O:41]. The yield is 0.910. The catalyst is C1(C)C=CC=CC=1. (2) The reactants are [Cl:1][CH2:2][C:3]1[N:4]=[C:5]([CH:8]=[CH:9][C:10]2[CH:15]=[CH:14][C:13]([S:16][C:17]([F:20])([F:19])[F:18])=[CH:12][CH:11]=2)[S:6][CH:7]=1.ClC1C=C(C(OO)=[O:29])C=CC=1. The catalyst is ClCCl. The product is [Cl:1][CH2:2][C:3]1[N:4]=[C:5]([CH:8]=[CH:9][C:10]2[CH:11]=[CH:12][C:13]([S:16]([C:17]([F:20])([F:19])[F:18])=[O:29])=[CH:14][CH:15]=2)[S:6][CH:7]=1. The yield is 0.520.